This data is from Peptide-MHC class II binding affinity with 134,281 pairs from IEDB. The task is: Regression. Given a peptide amino acid sequence and an MHC pseudo amino acid sequence, predict their binding affinity value. This is MHC class II binding data. The peptide sequence is DPDKDVDIMVRDGQL. The MHC is HLA-DPA10103-DPB10401 with pseudo-sequence HLA-DPA10103-DPB10401. The binding affinity (normalized) is 0.